From a dataset of Full USPTO retrosynthesis dataset with 1.9M reactions from patents (1976-2016). Predict the reactants needed to synthesize the given product. (1) Given the product [Br:1][C:2]1[C:3](=[O:8])[N:18]([CH2:17][C:14]2[CH:15]=[CH:16][C:11]([O:10][CH3:9])=[CH:12][CH:13]=2)[C:5](=[O:7])[CH:6]=1, predict the reactants needed to synthesize it. The reactants are: [Br:1][C:2]1[C:3](=[O:8])O[C:5](=[O:7])[CH:6]=1.[CH3:9][O:10][C:11]1[CH:16]=[CH:15][C:14]([CH2:17][NH2:18])=[CH:13][CH:12]=1. (2) Given the product [ClH:24].[CH3:15][C:2]([NH2:16])([CH3:1])[CH2:3][C:4]1[O:8][N:7]=[C:6]([C:9]2[CH:14]=[CH:13][CH:12]=[CH:11][CH:10]=2)[N:5]=1, predict the reactants needed to synthesize it. The reactants are: [CH3:1][C:2]([NH:16]C(=O)OC(C)(C)C)([CH3:15])[CH2:3][C:4]1[O:8][N:7]=[C:6]([C:9]2[CH:14]=[CH:13][CH:12]=[CH:11][CH:10]=2)[N:5]=1.[ClH:24]. (3) Given the product [Si:1]([O:18][CH2:19][C:20]1[C:21]([N:35]2[CH2:36][C@@H:37]([CH3:42])[O:38][C@H:39]([CH3:41])[CH2:40]2)=[C:22]([F:34])[C:23]2[O:27][N:26]=[C:25]([C:28]([NH2:43])=[O:30])[C:24]=2[CH:33]=1)([C:14]([CH3:15])([CH3:17])[CH3:16])([C:8]1[CH:13]=[CH:12][CH:11]=[CH:10][CH:9]=1)[C:2]1[CH:7]=[CH:6][CH:5]=[CH:4][CH:3]=1, predict the reactants needed to synthesize it. The reactants are: [Si:1]([O:18][CH2:19][C:20]1[C:21]([N:35]2[CH2:40][C@@H:39]([CH3:41])[O:38][C@H:37]([CH3:42])[CH2:36]2)=[C:22]([F:34])[C:23]2[O:27][N:26]=[C:25]([C:28]([O:30]CC)=O)[C:24]=2[CH:33]=1)([C:14]([CH3:17])([CH3:16])[CH3:15])([C:8]1[CH:13]=[CH:12][CH:11]=[CH:10][CH:9]=1)[C:2]1[CH:7]=[CH:6][CH:5]=[CH:4][CH:3]=1.[NH3:43]. (4) Given the product [C:7]([OH:9])(=[O:8])[CH2:2][CH2:3][CH2:5][CH2:6][CH2:10][CH2:11][CH3:12].[NH2:1][C@H:2]([C:7]([OH:9])=[O:8])[C@H:3]([CH2:5][CH3:6])[CH3:4], predict the reactants needed to synthesize it. The reactants are: [NH2:1][C@H:2]([C:7]([OH:9])=[O:8])[C@H:3]([CH2:5][CH3:6])[CH3:4].[CH2:10](O)[CH2:11][CH2:12]CCCCC.